This data is from Reaction yield outcomes from USPTO patents with 853,638 reactions. The task is: Predict the reaction yield, written as a fraction of the theoretical maximum amount of product (1.0 means a 100% yield; for example, 0.34 means a 34% yield). (1) The reactants are [F:1][C:2]([F:24])([F:23])[C:3]1[CH:4]=[C:5]([CH:16]=[C:17]([C:19]([F:22])([F:21])[F:20])[CH:18]=1)[CH2:6][N:7]1[C:11]([Cl:12])=[C:10]([C:13](O)=[O:14])[N:9]=[N:8]1.[Cl:25][C:26]1[CH:34]=[CH:33][CH:32]=[CH:31][C:27]=1[CH2:28][NH:29][CH3:30].CCN=C=NCCCN(C)C. The catalyst is C(Cl)Cl.CN(C1C=CN=CC=1)C. The product is [Cl:25][C:26]1[CH:34]=[CH:33][CH:32]=[CH:31][C:27]=1[CH2:28][N:29]([CH3:30])[C:13]([C:10]1[N:9]=[N:8][N:7]([CH2:6][C:5]2[CH:4]=[C:3]([C:2]([F:1])([F:23])[F:24])[CH:18]=[C:17]([C:19]([F:20])([F:22])[F:21])[CH:16]=2)[C:11]=1[Cl:12])=[O:14]. The yield is 0.840. (2) The product is [CH3:25][N:24]1[C:15]2[CH:16]=[C:17]([C:18]([O:20][CH3:21])=[O:19])[CH:22]=[CH:23][C:14]=2[NH:13][C:1]1=[O:2]. The catalyst is O1CCCC1. The reactants are [C:1](C1NC=CN=1)(C1NC=CN=1)=[O:2].[NH2:13][C:14]1[CH:23]=[CH:22][C:17]([C:18]([O:20][CH3:21])=[O:19])=[CH:16][C:15]=1[NH:24][CH3:25].C(OCC)(=O)C. The yield is 0.640. (3) The reactants are [C:1]1([NH:7][C:8]([C:10]2[CH:15]=[CH:14][CH:13]=[CH:12][N:11]=2)=[O:9])[CH:6]=[CH:5][CH:4]=[CH:3][CH:2]=1.[Cl:16][S:17](O)(=[O:19])=[O:18]. No catalyst specified. The product is [N:11]1[CH:12]=[CH:13][CH:14]=[CH:15][C:10]=1[C:8]([NH:7][C:1]1[CH:2]=[CH:3][C:4]([S:17]([Cl:16])(=[O:19])=[O:18])=[CH:5][CH:6]=1)=[O:9]. The yield is 0.960. (4) The reactants are Cl.[CH3:2][O:3][C:4]([C:6]1([NH2:9])[CH2:8][CH2:7]1)=[O:5].[Br:10][C:11]1[CH:16]=[CH:15][CH:14]=[CH:13][C:12]=1[S:17](Cl)(=[O:19])=[O:18].C(N(CC)CC)C.O. The catalyst is C(Cl)Cl. The product is [CH3:2][O:3][C:4]([C:6]1([NH:9][S:17]([C:12]2[CH:13]=[CH:14][CH:15]=[CH:16][C:11]=2[Br:10])(=[O:19])=[O:18])[CH2:8][CH2:7]1)=[O:5]. The yield is 0.850. (5) The reactants are [NH:1]1[C:5]2[CH:6]=[CH:7][C:8]([C:10]([OH:12])=O)=[CH:9][C:4]=2[N:3]=[CH:2]1.[C:13]1([C:18]2[CH:19]=[CH:20][C:21]3[CH2:22][C@H:23]4[C@@H:28]([C:29]=3[CH:30]=2)[CH2:27][CH2:26][CH2:25][NH:24]4)[CH2:17][CH2:16][CH2:15][CH:14]=1. No catalyst specified. The product is [N:1]1[C:5]2[CH:6]=[CH:7][C:8]([C:10]([N:24]3[CH2:25][CH2:26][CH2:27][C@@H:28]4[C:29]5[CH:30]=[C:18]([C:13]6[CH2:17][CH2:16][CH2:15][CH:14]=6)[CH:19]=[CH:20][C:21]=5[CH2:22][C@H:23]34)=[O:12])=[CH:9][C:4]=2[NH:3][CH:2]=1. The yield is 0.490. (6) The reactants are [O-]P([O-])([O-])=O.[K+].[K+].[K+].[CH2:9]([NH2:15])[CH2:10][CH2:11][CH2:12][CH2:13][CH3:14].I[C:17]1[CH:22]=[CH:21][CH:20]=[CH:19][CH:18]=1.C(O)CO. The catalyst is [Cu]I.CCCCCC.C(OCC)(=O)C.CC(O)C. The product is [C:17]1([CH2:14][CH2:13][CH2:12][CH2:11][CH2:10][CH2:9][NH2:15])[CH:22]=[CH:21][CH:20]=[CH:19][CH:18]=1. The yield is 0.860. (7) The reactants are I[C:2]1[CH:7]=[CH:6][CH:5]=[CH:4][CH:3]=1.[CH:8]([C:10]1[C:11](B(O)O)=[CH:12][S:13][CH:14]=1)=[O:9].ClC1C=CC(CC2SC(C=O)=CC=2)=CC=1. No catalyst specified. The product is [C:2]1([C:11]2[C:10]([CH:8]=[O:9])=[CH:14][S:13][CH:12]=2)[CH:7]=[CH:6][CH:5]=[CH:4][CH:3]=1. The yield is 0.480. (8) The reactants are [N:1]1[CH:6]=[CH:5][CH:4]=[C:3]([C:7]2[O:8][C:9]3[CH:15]=[C:14]([CH2:16][C:17]([O:19]C)=[O:18])[CH:13]=[CH:12][C:10]=3[N:11]=2)[CH:2]=1.C1COCC1.[OH-].[Na+].Cl. The catalyst is O. The product is [N:1]1[CH:6]=[CH:5][CH:4]=[C:3]([C:7]2[O:8][C:9]3[CH:15]=[C:14]([CH2:16][C:17]([OH:19])=[O:18])[CH:13]=[CH:12][C:10]=3[N:11]=2)[CH:2]=1. The yield is 0.520. (9) The reactants are [CH2:1]([C@@H:8](/[CH:24]=[CH:25]/[CH2:26][C:27]([N:29]1[C@@H:33]([CH2:34][C:35]2[CH:40]=[CH:39][CH:38]=[CH:37][CH:36]=2)[CH2:32][O:31][C:30]1=[O:41])=[O:28])[C:9]([N:11]1[C@@H:15]([CH2:16][C:17]2[CH:22]=[CH:21][CH:20]=[CH:19][CH:18]=2)[CH2:14][O:13][C:12]1=[O:23])=[O:10])[C:2]1[CH:7]=[CH:6][CH:5]=[CH:4][CH:3]=1.C[Si]([N-][Si](C)(C)C)(C)C.[Na+].[CH2:52](I)[CH3:53].[NH4+].[Cl-]. The catalyst is C1COCC1. The product is [CH2:1]([C@@H:8](/[CH:24]=[CH:25]/[C@H:26]([CH2:52][CH3:53])[C:27]([N:29]1[C@@H:33]([CH2:34][C:35]2[CH:36]=[CH:37][CH:38]=[CH:39][CH:40]=2)[CH2:32][O:31][C:30]1=[O:41])=[O:28])[C:9]([N:11]1[C@@H:15]([CH2:16][C:17]2[CH:22]=[CH:21][CH:20]=[CH:19][CH:18]=2)[CH2:14][O:13][C:12]1=[O:23])=[O:10])[C:2]1[CH:3]=[CH:4][CH:5]=[CH:6][CH:7]=1. The yield is 0.160. (10) The reactants are [C:1]([O:5][C:6]([N:8]1[CH2:13][CH2:12][N:11]([C:14]2C(=O)N(CC(C)C)N=C(C3C=CC(C)=C(F)C=3)C=2C)[CH2:10][CH2:9]1)=[O:7])([CH3:4])([CH3:3])[CH3:2].[F:34][C:35]1[CH:63]=[CH:62][C:38]([CH2:39][N:40]2[C:45](=[O:46])[C:44](COS(C)(=O)=O)=[CH:43][C:42]([C:53]3[CH:58]=[CH:57][C:56]([O:59][CH3:60])=[C:55]([F:61])[CH:54]=3)=[N:41]2)=[CH:37][CH:36]=1.N1(C(OC(C)(C)C)=O)CCNCC1. No catalyst specified. The product is [C:1]([O:5][C:6]([N:8]1[CH2:13][CH2:12][N:11]([CH2:14][C:44]2[C:45](=[O:46])[N:40]([CH2:39][C:38]3[CH:62]=[CH:63][C:35]([F:34])=[CH:36][CH:37]=3)[N:41]=[C:42]([C:53]3[CH:58]=[CH:57][C:56]([O:59][CH3:60])=[C:55]([F:61])[CH:54]=3)[CH:43]=2)[CH2:10][CH2:9]1)=[O:7])([CH3:4])([CH3:3])[CH3:2]. The yield is 0.788.